From a dataset of Peptide-MHC class II binding affinity with 134,281 pairs from IEDB. Regression. Given a peptide amino acid sequence and an MHC pseudo amino acid sequence, predict their binding affinity value. This is MHC class II binding data. (1) The MHC is DRB5_0101 with pseudo-sequence DRB5_0101. The peptide sequence is QTYVTQQLIRAAEIR. The binding affinity (normalized) is 0.398. (2) The peptide sequence is IVRLRNAGIVVGQML. The MHC is DRB1_0101 with pseudo-sequence DRB1_0101. The binding affinity (normalized) is 0.833. (3) The peptide sequence is TINAVASRKASNTIL. The MHC is DRB1_0404 with pseudo-sequence DRB1_0404. The binding affinity (normalized) is 0.669. (4) The peptide sequence is LTAAINKGILVTVNPHHHHHH. The MHC is DRB3_0202 with pseudo-sequence DRB3_0202. The binding affinity (normalized) is 1.00.